Dataset: Peptide-MHC class II binding affinity with 134,281 pairs from IEDB. Task: Regression. Given a peptide amino acid sequence and an MHC pseudo amino acid sequence, predict their binding affinity value. This is MHC class II binding data. (1) The binding affinity (normalized) is 0.254. The peptide sequence is MLTLFILIITSTIKA. The MHC is HLA-DQA10501-DQB10301 with pseudo-sequence HLA-DQA10501-DQB10301. (2) The peptide sequence is EKKYFAAPQFEPLAA. The MHC is HLA-DQA10101-DQB10501 with pseudo-sequence HLA-DQA10101-DQB10501. The binding affinity (normalized) is 0.494. (3) The peptide sequence is YDKFLANVYTVLTGK. The MHC is DRB1_0802 with pseudo-sequence DRB1_0802. The binding affinity (normalized) is 0.767. (4) The peptide sequence is GKSYDALATFTVNIF. The MHC is DRB1_0901 with pseudo-sequence DRB1_0901. The binding affinity (normalized) is 0.584.